This data is from Forward reaction prediction with 1.9M reactions from USPTO patents (1976-2016). The task is: Predict the product of the given reaction. (1) The product is: [Cl:1][C:2]1[C:3]([O:21][CH3:22])=[C:4]([C@H:9]([CH2:19][CH3:20])[CH2:10][C@:11]([OH:18])([C:14]([F:17])([F:16])[F:15])[CH:12]=[N:23][C:24]2[CH:33]=[CH:32][CH:31]=[C:30]3[C:25]=2[CH:26]=[CH:27][C:28](=[O:34])[NH:29]3)[CH:5]=[CH:6][C:7]=1[F:8]. Given the reactants [Cl:1][C:2]1[C:3]([O:21][CH3:22])=[C:4]([C@H:9]([CH2:19][CH3:20])[CH2:10][C@:11]([OH:18])([C:14]([F:17])([F:16])[F:15])[CH:12]=O)[CH:5]=[CH:6][C:7]=1[F:8].[NH2:23][C:24]1[CH:33]=[CH:32][CH:31]=[C:30]2[C:25]=1[CH:26]=[CH:27][C:28](=[O:34])[NH:29]2.C(O)(=O)C.O, predict the reaction product. (2) Given the reactants F[C:2]1[CH:7]=[C:6]([OH:8])[CH:5]=[C:4]([OH:9])[CH:3]=1, predict the reaction product. The product is: [OH:9][C:4]1[CH:5]=[C:6]2[C:7]([CH:4]=[CH:5][C:6](=[O:8])[O:8]2)=[CH:2][CH:3]=1. (3) Given the reactants [CH3:1][O:2][C:3]1[CH:4]=[C:5]([CH2:9][CH2:10][C:11]([OH:13])=O)[CH:6]=[CH:7][CH:8]=1.C[N:15]1CCOCC1.ClC(OC(C)C)=O.N.CO, predict the reaction product. The product is: [CH3:1][O:2][C:3]1[CH:4]=[C:5]([CH2:9][CH2:10][C:11]([NH2:15])=[O:13])[CH:6]=[CH:7][CH:8]=1. (4) Given the reactants [NH2:1][C:2]1[N:10]=[CH:9][CH:8]=[CH:7][C:3]=1[C:4]([OH:6])=O.ON1C2C=CC=CC=2N=N1.CCN=C=NCCCN(C)C.[Cl:32][C:33]1[CH:38]=[C:37]([C:39]([F:42])([F:41])[F:40])[CH:36]=[CH:35][C:34]=1[O:43][C:44]1[CH:51]=[CH:50][C:47]([CH2:48][NH2:49])=[CH:46][CH:45]=1.C(=O)(O)[O-].[Na+], predict the reaction product. The product is: [Cl:32][C:33]1[CH:38]=[C:37]([C:39]([F:42])([F:41])[F:40])[CH:36]=[CH:35][C:34]=1[O:43][C:44]1[CH:51]=[CH:50][C:47]([CH2:48][NH:49][C:4](=[O:6])[C:3]2[CH:7]=[CH:8][CH:9]=[N:10][C:2]=2[NH2:1])=[CH:46][CH:45]=1. (5) Given the reactants [CH3:1][C:2]1([CH3:14])[C:6]([CH3:8])([CH3:7])[O:5][B:4]([C:9]2[CH:10]=[N:11][NH:12][CH:13]=2)[O:3]1.Br[CH2:16][CH2:17][C:18]([NH2:20])=[O:19].C(=O)([O-])[O-].[Cs+].[Cs+], predict the reaction product. The product is: [CH3:1][C:2]1([CH3:14])[C:6]([CH3:7])([CH3:8])[O:5][B:4]([C:9]2[CH:13]=[N:12][N:11]([CH2:16][CH2:17][C:18]([NH2:20])=[O:19])[CH:10]=2)[O:3]1. (6) Given the reactants C(N(CC)CC)C.C1(O[C:15](=[O:31])[NH:16][C:17]2[CH:22]=[C:21]([C:23]([CH3:26])([CH3:25])[CH3:24])[CH:20]=[C:19]([CH2:27][OH:28])[C:18]=2[O:29][CH3:30])C=CC=CC=1.[NH2:32][C:33]1[C:42]2[C:37](=[CH:38][CH:39]=[CH:40][CH:41]=2)[C:36]([O:43][C:44]2[CH:49]=[CH:48][N:47]=[C:46]([NH:50][C:51]3[CH:52]=[C:53]([CH:67]=[C:68]([C:70]#[CH:71])[CH:69]=3)[C:54]([NH:56][CH2:57][CH2:58][O:59][CH2:60][CH2:61][O:62][CH2:63][CH2:64][O:65][CH3:66])=[O:55])[CH:45]=2)=[CH:35][CH:34]=1, predict the reaction product. The product is: [C:23]([C:21]1[CH:20]=[C:19]([CH2:27][OH:28])[C:18]([O:29][CH3:30])=[C:17]([NH:16][C:15](=[O:31])[NH:32][C:33]2[C:42]3[C:37](=[CH:38][CH:39]=[CH:40][CH:41]=3)[C:36]([O:43][C:44]3[CH:49]=[CH:48][N:47]=[C:46]([NH:50][C:51]4[CH:52]=[C:53]([CH:67]=[C:68]([C:70]#[CH:71])[CH:69]=4)[C:54]([NH:56][CH2:57][CH2:58][O:59][CH2:60][CH2:61][O:62][CH2:63][CH2:64][O:65][CH3:66])=[O:55])[CH:45]=3)=[CH:35][CH:34]=2)[CH:22]=1)([CH3:24])([CH3:25])[CH3:26].